This data is from Catalyst prediction with 721,799 reactions and 888 catalyst types from USPTO. The task is: Predict which catalyst facilitates the given reaction. Reactant: [I-:1].[Na+].[OH-].[Na+].[CH:5]1[C:10]([C:11]2[CH:12]=[CH:13][C:14]([F:18])=[CH:15][C:16]=2[F:17])=[CH:9][C:8]([C:19]([OH:21])=[O:20])=[C:7]([OH:22])[CH:6]=1.Cl[O-].[Na+].S([O-])([O-])(=O)=S.[Na+].[Na+].Cl. Product: [F:17][C:16]1[CH:15]=[C:14]([F:18])[CH:13]=[CH:12][C:11]=1[C:10]1[CH:9]=[C:8]([C:19]([OH:21])=[O:20])[C:7]([OH:22])=[C:6]([I:1])[CH:5]=1. The catalyst class is: 5.